From a dataset of Catalyst prediction with 721,799 reactions and 888 catalyst types from USPTO. Predict which catalyst facilitates the given reaction. (1) Reactant: [N:1]1[C:10]2[C:5](=[CH:6][C:7]([O:11][CH:12]([O:18][CH2:19][CH3:20])[C:13]([O:15]CC)=[O:14])=[CH:8][CH:9]=2)[CH:4]=[CH:3][CH:2]=1.[OH-].[Na+]. Product: [N:1]1[C:10]2[C:5](=[CH:6][C:7]([O:11][CH:12]([O:18][CH2:19][CH3:20])[C:13]([OH:15])=[O:14])=[CH:8][CH:9]=2)[CH:4]=[CH:3][CH:2]=1. The catalyst class is: 72. (2) Reactant: ClCCl.[CH3:4][C:5]1[C:12]([NH2:13])=[C:8]2[S:9][CH:10]=[CH:11][N:7]2[N:6]=1.[C:14](O[C:14]([O:16][C:17]([CH3:20])([CH3:19])[CH3:18])=[O:15])([O:16][C:17]([CH3:20])([CH3:19])[CH3:18])=[O:15].CN. Product: [C:17]([O:16][C:14](=[O:15])[NH:13][C:12]1[C:5]([CH3:4])=[N:6][N:7]2[CH:11]=[CH:10][S:9][C:8]=12)([CH3:20])([CH3:19])[CH3:18]. The catalyst class is: 6. (3) The catalyst class is: 6. Product: [Br:1][C:2]1[CH:7]=[C:6]([CH2:8][C:9]2[CH:10]=[CH:11][C:12]([CH2:15][CH3:16])=[CH:13][CH:14]=2)[C:5]([Cl:17])=[CH:4][C:3]=1[CH2:18][O:19][CH2:20][CH2:21][C:22]#[C:23][Si:32]([CH3:35])([CH3:34])[CH3:33]. Reactant: [Br:1][C:2]1[CH:7]=[C:6]([CH2:8][C:9]2[CH:14]=[CH:13][C:12]([CH2:15][CH3:16])=[CH:11][CH:10]=2)[C:5]([Cl:17])=[CH:4][C:3]=1[CH2:18][O:19][CH2:20][CH2:21][C:22]#[CH:23].[Li+].CC([N-]C(C)C)C.[Si:32](Cl)([CH3:35])([CH3:34])[CH3:33].